This data is from Forward reaction prediction with 1.9M reactions from USPTO patents (1976-2016). The task is: Predict the product of the given reaction. (1) Given the reactants [NH:1]1[C:9]2[C:4](=[CH:5][CH:6]=[CH:7][CH:8]=2)[CH2:3][CH2:2]1.Br[CH2:11][CH2:12][OH:13].C(N(C(C)C)CC)(C)C, predict the reaction product. The product is: [N:1]1([CH2:11][CH2:12][OH:13])[C:9]2[C:4](=[CH:5][CH:6]=[CH:7][CH:8]=2)[CH2:3][CH2:2]1. (2) Given the reactants CN(C(ON1N=NC2C=CC=NC1=2)=[N+](C)C)C.F[P-](F)(F)(F)(F)F.[CH3:25][C:26]1[C:34]2[C:33]([NH:35][C:36]3[C:37]([O:42][CH:43]4[CH2:48][CH2:47][O:46][CH2:45][CH2:44]4)=[N:38][CH:39]=[CH:40][CH:41]=3)=[N:32][CH:31]=[N:30][C:29]=2[S:28][C:27]=1[C:49](O)=[O:50].CCN(C(C)C)C(C)C.[NH2:61][CH2:62][CH2:63][N:64]1[CH2:68][CH2:67][CH2:66][CH2:65]1, predict the reaction product. The product is: [CH3:25][C:26]1[C:34]2[C:33]([NH:35][C:36]3[C:37]([O:42][CH:43]4[CH2:44][CH2:45][O:46][CH2:47][CH2:48]4)=[N:38][CH:39]=[CH:40][CH:41]=3)=[N:32][CH:31]=[N:30][C:29]=2[S:28][C:27]=1[C:49]([NH:61][CH2:62][CH2:63][N:64]1[CH2:68][CH2:67][CH2:66][CH2:65]1)=[O:50]. (3) Given the reactants [OH:1][C:2]1[C:9]([CH:10]([CH3:12])[CH3:11])=[CH:8][C:5]([CH:6]=O)=[C:4]([CH3:13])[CH:3]=1.[NH:14]1[CH2:18][CH2:17][CH2:16][CH2:15]1.[BH-](OC(C)=O)(OC(C)=O)OC(C)=O.[Na+].OS([O-])(=O)=O.[Na+], predict the reaction product. The product is: [CH:10]([C:9]1[CH:8]=[C:5]([CH2:6][N:14]2[CH2:18][CH2:17][CH2:16][CH2:15]2)[C:4]([CH3:13])=[CH:3][C:2]=1[OH:1])([CH3:12])[CH3:11]. (4) Given the reactants [Cl:1][C:2]1[CH:11]=[CH:10][C:9]2[C:4](=[CH:5][CH:6]=[C:7]([CH2:12][N:13]([CH3:15])[CH3:14])[CH:8]=2)[C:3]=1[CH2:16][C:17]([NH2:19])=[O:18].C[O:21][C:22](=O)[C:23]([C:25]1[C:33]2[C:28](=[CH:29][CH:30]=[CH:31][CH:32]=2)[N:27]([CH3:34])[CH:26]=1)=O.CC([O-])(C)C.[K+].[NH4+].[Cl-], predict the reaction product. The product is: [Cl:1][C:2]1[CH:11]=[CH:10][C:9]2[C:4](=[CH:5][CH:6]=[C:7]([CH2:12][N:13]([CH3:14])[CH3:15])[CH:8]=2)[C:3]=1[C:16]1[C:17](=[O:18])[NH:19][C:22](=[O:21])[C:23]=1[C:25]1[C:33]2[C:28](=[CH:29][CH:30]=[CH:31][CH:32]=2)[N:27]([CH3:34])[CH:26]=1. (5) The product is: [F:1][CH:2]([F:11])[O:3][C:4]1[CH:9]=[CH:8][C:7]([C:13]#[C:12][C:14]2[CH:15]=[CH:16][C:17]([O:22][CH3:23])=[C:18]([CH:21]=2)[C:19]#[N:20])=[CH:6][CH:5]=1. Given the reactants [F:1][CH:2]([F:11])[O:3][C:4]1[CH:9]=[CH:8][C:7](I)=[CH:6][CH:5]=1.[C:12]([C:14]1[CH:15]=[CH:16][C:17]([O:22][CH3:23])=[C:18]([CH:21]=1)[C:19]#[N:20])#[CH:13], predict the reaction product. (6) Given the reactants C(O)(=O)C(C)O.C([O-])(=O)C(C)O.[Ca+2].C([O-])(=O)C(C)O.O.[C:21]([OH:33])(=[O:32])[CH2:22][C:23]([CH2:28][C:29]([OH:31])=[O:30])([C:25]([OH:27])=[O:26])[OH:24], predict the reaction product. The product is: [C:21]([OH:33])(=[O:32])[CH2:22][C:23]([CH2:28][C:29]([OH:31])=[O:30])([C:25]([OH:27])=[O:26])[OH:24]. (7) Given the reactants Br[C:2]1[CH:3]=[N:4][CH:5]=[C:6]2[C:11]=1[NH:10][C:9]([C:12]1[CH:17]=[CH:16][CH:15]=[C:14]([C:18]([F:21])([F:20])[F:19])[CH:13]=1)=[C:8](C(OCC)=O)[C:7]2=[O:27].[Cu]C#N.[C:31](=O)([O-:33])[O-:32].[Na+].[Na+].CO, predict the reaction product. The product is: [O:27]=[C:7]1[C:6]2[C:11](=[C:2]([C:31]([OH:33])=[O:32])[CH:3]=[N:4][CH:5]=2)[NH:10][C:9]([C:12]2[CH:17]=[CH:16][CH:15]=[C:14]([C:18]([F:19])([F:21])[F:20])[CH:13]=2)=[CH:8]1. (8) Given the reactants [OH:1][C@@H:2]([C@H:4]1[C:34](=[O:35])[N:6]2[C:7]([C:21]([O:23]CC3C=CC([N+]([O-])=O)=CC=3)=[O:22])=[C:8]([C:11]3[S:15][C:14]4=[C:16]([S:19][CH3:20])[N:17]=[CH:18][N:13]4[CH:12]=3)[C@H:9]([CH3:10])[C@H:5]12)[CH3:3].C([Si](CC)(CC)[O:39][C:40]1[CH:41]=[C:42]([CH:45]=[C:46]([O:48][Si](CC)(CC)CC)[CH:47]=1)[CH2:43]Br)C, predict the reaction product. The product is: [OH:39][C:40]1[CH:41]=[C:42]([CH:45]=[C:46]([OH:48])[CH:47]=1)[CH2:43][N:17]1[C:16]([S:19][CH3:20])=[C:14]2[S:15][C:11]([C:8]3[C@H:9]([CH3:10])[C@@H:5]4[C@@H:4]([C@H:2]([OH:1])[CH3:3])[C:34](=[O:35])[N:6]4[C:7]=3[C:21]([O-:23])=[O:22])=[CH:12][N+:13]2=[CH:18]1. (9) Given the reactants Br[C:2]1[CH:3]=[C:4]([CH2:9][OH:10])[C:5]([CH3:8])=[N:6][CH:7]=1.C([O-])(=O)C.[K+].[CH3:16][C:17]1([CH3:33])[C:21]([CH3:23])([CH3:22])[O:20][B:19]([B:19]2[O:20][C:21]([CH3:23])([CH3:22])[C:17]([CH3:33])([CH3:16])[O:18]2)[O:18]1.ClCCl, predict the reaction product. The product is: [CH3:8][C:5]1[C:4]([CH2:9][OH:10])=[CH:3][C:2]([B:19]2[O:20][C:21]([CH3:23])([CH3:22])[C:17]([CH3:33])([CH3:16])[O:18]2)=[CH:7][N:6]=1.